This data is from Catalyst prediction with 721,799 reactions and 888 catalyst types from USPTO. The task is: Predict which catalyst facilitates the given reaction. Reactant: [Cl:1][C:2]1[C:24]([Cl:25])=[CH:23][CH:22]=[CH:21][C:3]=1[CH2:4][N:5]1[C:9]([CH2:10][CH2:11][C:12](OCC)=[O:13])=[CH:8][C:7]([O:17][CH:18]([CH3:20])[CH3:19])=[N:6]1.[H-].C([Al+]CC(C)C)C(C)C.CO.[C@H](O)(C([O-])=O)[C@@H](O)C([O-])=O.[Na+].[K+]. Product: [Cl:1][C:2]1[C:24]([Cl:25])=[CH:23][CH:22]=[CH:21][C:3]=1[CH2:4][N:5]1[C:9]([CH2:10][CH2:11][CH2:12][OH:13])=[CH:8][C:7]([O:17][CH:18]([CH3:20])[CH3:19])=[N:6]1. The catalyst class is: 207.